From a dataset of Forward reaction prediction with 1.9M reactions from USPTO patents (1976-2016). Predict the product of the given reaction. (1) Given the reactants [CH3:1][O:2][C:3]1[CH:4]=[C:5]([CH:21]=[CH:22][C:23]=1[O:24][CH3:25])[CH2:6][C@H:7]1[C:16]2[C:11](=[CH:12][C:13]([O:19][CH3:20])=[C:14]([O:17][CH3:18])[CH:15]=2)[CH2:10][CH2:9][NH:8]1.Br[CH2:27][C:28](Br)=[O:29].[NH2:31][C@@H:32]1[C:40]2[C:35](=[CH:36][CH:37]=[CH:38][CH:39]=2)[CH2:34][C@@H:33]1[OH:41], predict the reaction product. The product is: [CH3:1][O:2][C:3]1[CH:4]=[C:5]([CH:21]=[CH:22][C:23]=1[O:24][CH3:25])[CH2:6][C@H:7]1[C:16]2[C:11](=[CH:12][C:13]([O:19][CH3:20])=[C:14]([O:17][CH3:18])[CH:15]=2)[CH2:10][CH2:9][N:8]1[CH2:27][C:28]([NH:31][C@@H:32]1[C:40]2[C:35](=[CH:36][CH:37]=[CH:38][CH:39]=2)[CH2:34][C@@H:33]1[OH:41])=[O:29]. (2) The product is: [C:1]([NH:4][CH:5]([CH2:10][N:15]1[CH2:16][CH2:17][N:12]([CH3:11])[CH2:13][CH2:14]1)[C:6]([O:8][CH3:9])=[O:7])(=[O:3])[CH3:2]. Given the reactants [C:1]([NH:4][C:5](=[CH2:10])[C:6]([O:8][CH3:9])=[O:7])(=[O:3])[CH3:2].[CH3:11][N:12]1[CH2:17][CH2:16][NH:15][CH2:14][CH2:13]1.S([O-])([O-])(=O)=O.[Na+].[Na+], predict the reaction product. (3) Given the reactants [CH3:1][O:2][C:3]1[CH:9]=[C:8]([N+:10]([O-:12])=[O:11])[CH:7]=[CH:6][C:4]=1[NH2:5].[OH-].[K+].[CH2:15](I)[CH2:16][CH2:17][CH2:18][CH2:19][CH3:20].C(OCC)(=O)C, predict the reaction product. The product is: [CH2:15]([NH:5][C:4]1[CH:6]=[CH:7][C:8]([N+:10]([O-:12])=[O:11])=[CH:9][C:3]=1[O:2][CH3:1])[CH2:16][CH2:17][CH2:18][CH2:19][CH3:20]. (4) Given the reactants S(O[CH2:12][CH:13]1[CH2:18][CH2:17][CH2:16][N:15]([C:19]([O:21][C:22]([CH3:25])([CH3:24])[CH3:23])=[O:20])[CH2:14]1)(C1C=CC(C)=CC=1)(=O)=O.[N-:26]=[N+:27]=[N-:28].[Na+].[Na+].[I-], predict the reaction product. The product is: [N:26]([CH2:12][CH:13]1[CH2:18][CH2:17][CH2:16][N:15]([C:19]([O:21][C:22]([CH3:25])([CH3:24])[CH3:23])=[O:20])[CH2:14]1)=[N+:27]=[N-:28]. (5) Given the reactants [CH3:1][N:2]([S:18]([C:21]1[CH:26]=[CH:25][C:24]([O:27][C:28]2[CH:33]=[CH:32][N:31]=[CH:30][CH:29]=2)=[CH:23][CH:22]=1)(=[O:20])=[O:19])[C:3]1[N:8]2[N:9]=[C:10]([CH3:12])[CH:11]=[C:7]2[N:6]=[CH:5][C:4]=1[C:13]([O:15]CC)=[O:14].[OH-].[K+:35], predict the reaction product. The product is: [CH3:1][N:2]([S:18]([C:21]1[CH:22]=[CH:23][C:24]([O:27][C:28]2[CH:33]=[CH:32][N:31]=[CH:30][CH:29]=2)=[CH:25][CH:26]=1)(=[O:20])=[O:19])[C:3]1[N:8]2[N:9]=[C:10]([CH3:12])[CH:11]=[C:7]2[N:6]=[CH:5][C:4]=1[C:13]([O-:15])=[O:14].[K+:35].